Dataset: Full USPTO retrosynthesis dataset with 1.9M reactions from patents (1976-2016). Task: Predict the reactants needed to synthesize the given product. (1) Given the product [Cl:12][C:8]1[CH:7]=[C:6]2[C:11](=[CH:10][CH:9]=1)[C:2]([C:21]1[CH:33]=[C:32]([CH3:34])[C:31]3[C:30]4[C:25](=[CH:26][CH:27]=[CH:28][CH:29]=4)[C:24]([CH3:36])([CH3:35])[C:23]=3[CH:22]=1)=[N:3][CH:4]=[CH:5]2, predict the reactants needed to synthesize it. The reactants are: Cl[C:2]1[C:11]2[C:6](=[CH:7][C:8]([Cl:12])=[CH:9][CH:10]=2)[CH:5]=[CH:4][N:3]=1.CC1(C)C(C)(C)OB([C:21]2[CH:33]=[C:32]([CH3:34])[C:31]3[C:30]4[C:25](=[CH:26][CH:27]=[CH:28][CH:29]=4)[C:24]([CH3:36])([CH3:35])[C:23]=3[CH:22]=2)O1.C(=O)([O-])[O-].[K+].[K+]. (2) Given the product [N:16]12[CH2:21][CH2:20][CH:19]([CH2:22][CH2:23]1)[CH:18]([CH2:24][C:25]([O:1][C:2]1[C:3]([F:14])=[C:4]([F:13])[C:5]([C:6]([OH:8])=[O:7])=[C:9]([F:12])[C:10]=1[F:11])=[O:26])[CH2:17]2, predict the reactants needed to synthesize it. The reactants are: [OH:1][C:2]1[C:10]([F:11])=[C:9]([F:12])[C:5]([C:6]([OH:8])=[O:7])=[C:4]([F:13])[C:3]=1[F:14].Cl.[N:16]12[CH2:23][CH2:22][CH:19]([CH2:20][CH2:21]1)[CH:18]([CH2:24][C:25](O)=[O:26])[CH2:17]2.C(N=C=NC(C)C)(C)C. (3) The reactants are: [F:1][C:2]1[C:3]([NH:20][C:21]2[CH:22]=[C:23]([NH:27][C:28](=[O:35])[CH2:29][C:30](OCC)=[O:31])[CH:24]=[CH:25][CH:26]=2)=[N:4][C:5]([NH:8][C:9]2[CH:14]=[CH:13][C:12]([O:15][CH2:16][CH2:17][O:18][CH3:19])=[CH:11][CH:10]=2)=[N:6][CH:7]=1.N#N.[Li+].[Br-].[BH4-].[Na+]. Given the product [F:1][C:2]1[C:3]([NH:20][C:21]2[CH:22]=[C:23]([NH:27][C:28](=[O:35])[CH2:29][CH2:30][OH:31])[CH:24]=[CH:25][CH:26]=2)=[N:4][C:5]([NH:8][C:9]2[CH:14]=[CH:13][C:12]([O:15][CH2:16][CH2:17][O:18][CH3:19])=[CH:11][CH:10]=2)=[N:6][CH:7]=1, predict the reactants needed to synthesize it. (4) Given the product [CH2:16]([N:6]1[CH2:7][CH2:12][N:15]2[C:13](=[O:14])[C:3]3[CH:4]=[N:5][N:6]([CH:7]4[CH2:12][CH2:11]4)[C:2]=3[N:1]=[C:3]2[CH2:2]1)[C:17]1[CH:22]=[CH:21][CH:20]=[CH:19][CH:18]=1, predict the reactants needed to synthesize it. The reactants are: [NH2:1][C:2]1[N:6]([C:7]2[CH:12]=[CH:11]C=CC=2)[N:5]=[CH:4][C:3]=1[C:13]([NH2:15])=[O:14].[CH:16](=O)[C:17]1[CH:22]=[CH:21][CH:20]=[CH:19][CH:18]=1.C=O. (5) Given the product [F:1][C:2]1[CH:7]=[CH:6][CH:5]=[C:4]([F:8])[C:3]=1[CH:9]1[O:13][N:12]=[C:11]([C:14]2[N:15]=[C:16]([N:19]3[CH2:20][CH:21]4[CH2:26][NH:25][CH2:24][CH:22]4[CH2:23]3)[S:17][CH:18]=2)[CH2:10]1, predict the reactants needed to synthesize it. The reactants are: [F:1][C:2]1[CH:7]=[CH:6][CH:5]=[C:4]([F:8])[C:3]=1[CH:9]1[O:13][N:12]=[C:11]([C:14]2[N:15]=[C:16]([N:19]3[CH2:23][CH:22]4[CH2:24][N:25](C(OC(C)(C)C)=O)[CH2:26][CH:21]4[CH2:20]3)[S:17][CH:18]=2)[CH2:10]1.FC(F)(F)C(O)=O.